Dataset: Forward reaction prediction with 1.9M reactions from USPTO patents (1976-2016). Task: Predict the product of the given reaction. Given the reactants [CH3:1][N:2]([CH3:22])[C:3]1[CH:8]=[CH:7][C:6]([C:9]([C:13]2[CH:18]=[CH:17][C:16]([N:19]([CH3:21])[CH3:20])=[CH:15][CH:14]=2)=[C:10](Br)[CH3:11])=[CH:5][CH:4]=1.C1COCC1.C([Li])CCC.Cl[P:34]([CH:41]1[CH2:46][CH2:45][CH2:44][CH2:43][CH2:42]1)[CH:35]1[CH2:40][CH2:39][CH2:38][CH2:37][CH2:36]1, predict the reaction product. The product is: [CH3:1][N:2]([CH3:22])[C:3]1[CH:8]=[CH:7][C:6]([C:9]([C:13]2[CH:18]=[CH:17][C:16]([N:19]([CH3:21])[CH3:20])=[CH:15][CH:14]=2)=[C:10]([P:34]([CH:41]2[CH2:42][CH2:43][CH2:44][CH2:45][CH2:46]2)[CH:35]2[CH2:40][CH2:39][CH2:38][CH2:37][CH2:36]2)[CH3:11])=[CH:5][CH:4]=1.